Task: Predict the reactants needed to synthesize the given product.. Dataset: Full USPTO retrosynthesis dataset with 1.9M reactions from patents (1976-2016) (1) Given the product [C:44]([O:43][C:41]([N:9]1[CH2:8][CH:7]2[N:33]([C:34]([O:36][C:37]([CH3:40])([CH3:39])[CH3:38])=[O:35])[CH:11]([CH2:12][C:13]([C:14]3[CH:15]=[CH:16][C:17]([CH2:20][CH2:21][CH2:22][O:23][C:24]4[C:29]([F:30])=[CH:28][CH:27]=[C:26]([F:31])[C:25]=4[Cl:32])=[CH:18][CH:19]=3)=[C:6]2[C:4]([OH:5])=[O:3])[CH2:10]1)=[O:42])([CH3:45])([CH3:46])[CH3:47], predict the reactants needed to synthesize it. The reactants are: C([O:3][C:4]([C:6]1[CH:7]2[N:33]([C:34]([O:36][C:37]([CH3:40])([CH3:39])[CH3:38])=[O:35])[CH:11]([CH2:12][C:13]=1[C:14]1[CH:19]=[CH:18][C:17]([CH2:20][CH2:21][CH2:22][O:23][C:24]3[C:29]([F:30])=[CH:28][CH:27]=[C:26]([F:31])[C:25]=3[Cl:32])=[CH:16][CH:15]=1)[CH2:10][N:9]([C:41]([O:43][C:44]([CH3:47])([CH3:46])[CH3:45])=[O:42])[CH2:8]2)=[O:5])C.[OH-].[Na+]. (2) Given the product [Cl:37][C:34]1[CH:33]=[CH:32][C:31]([C:29]2[N:30]=[C:26]([NH:25][C:11](=[O:13])[CH2:10][CH2:9][C:3]3[CH:4]=[CH:5][C:6]([F:8])=[CH:7][C:2]=3[F:1])[S:27][CH:28]=2)=[CH:36][CH:35]=1, predict the reactants needed to synthesize it. The reactants are: [F:1][C:2]1[CH:7]=[C:6]([F:8])[CH:5]=[CH:4][C:3]=1[CH2:9][CH2:10][C:11]([OH:13])=O.CN(C=O)C.C(Cl)(=O)C(Cl)=O.[NH2:25][C:26]1[S:27][CH:28]=[C:29]([C:31]2[CH:36]=[CH:35][C:34]([Cl:37])=[CH:33][CH:32]=2)[N:30]=1. (3) Given the product [F:22][C:23]([F:30])([F:29])[CH2:24][CH2:25][C:26]([NH:1][C:2]1[CH:3]=[C:4]2[C:20](=[O:21])[NH:19][N:18]=[CH:17][C:6]3=[C:7]([C:11]4[CH:12]=[CH:13][CH:14]=[CH:15][CH:16]=4)[NH:8][C:9]([CH:10]=1)=[C:5]23)=[O:27], predict the reactants needed to synthesize it. The reactants are: [NH2:1][C:2]1[CH:3]=[C:4]2[C:20](=[O:21])[NH:19][N:18]=[CH:17][C:6]3=[C:7]([C:11]4[CH:16]=[CH:15][CH:14]=[CH:13][CH:12]=4)[NH:8][C:9]([CH:10]=1)=[C:5]23.[F:22][C:23]([F:30])([F:29])[CH2:24][CH2:25][C:26](O)=[O:27].C(N(CC)CC)C.F[P-](F)(F)(F)(F)F.N1(OC(N(C)C)=[N+](C)C)C2N=CC=CC=2N=N1. (4) The reactants are: [F:1][C:2]1[CH:7]=[CH:6][C:5]([N:8]2[C:16]3[CH2:15][CH2:14][CH2:13][NH:12][C:11]=3[CH:10]=[N:9]2)=[CH:4][CH:3]=1.[I:17][C:18]1[CH:19]=[N:20][N:21]([CH2:23][C:24](O)=[O:25])[CH:22]=1.CCN(CC)CC.CN(C(ON1N=NC2C=CC=NC1=2)=[N+](C)C)C.F[P-](F)(F)(F)(F)F. Given the product [F:1][C:2]1[CH:3]=[CH:4][C:5]([N:8]2[C:16]3[CH2:15][CH2:14][CH2:13][N:12]([C:24](=[O:25])[CH2:23][N:21]4[CH:22]=[C:18]([I:17])[CH:19]=[N:20]4)[C:11]=3[CH:10]=[N:9]2)=[CH:6][CH:7]=1, predict the reactants needed to synthesize it. (5) Given the product [Br:1][C:2]1[C:6]([Cl:7])=[C:5]([CH3:8])[N:4]([CH2:9][O:10][CH2:11][CH2:12][Si:13]([CH3:14])([CH3:16])[CH3:15])[C:28]=1[C:27]([O:26][C:22]([CH3:25])([CH3:24])[CH3:23])=[O:29], predict the reactants needed to synthesize it. The reactants are: [Br:1][C:2]1[C:6]([Cl:7])=[C:5]([CH3:8])[N:4]([CH2:9][O:10][CH2:11][CH2:12][Si:13]([CH3:16])([CH3:15])[CH3:14])C=1C(OCC)=O.[C:22]([O:26][C:27](=[O:29])[CH3:28])([CH3:25])([CH3:24])[CH3:23].CC(C)([O-])C.[K+]. (6) Given the product [Cl:23][C:20]1[CH:21]=[CH:22][C:17]([NH:16][C:4]2[N:3]=[C:2]([NH:25][NH2:26])[N:10]=[C:9]3[C:5]=2[N:6]=[CH:7][N:8]3[CH2:11][CH2:12][O:13][CH2:14][CH3:15])=[CH:18][CH:19]=1, predict the reactants needed to synthesize it. The reactants are: Cl[C:2]1[N:10]=[C:9]2[C:5]([N:6]=[CH:7][N:8]2[CH2:11][CH2:12][O:13][CH2:14][CH3:15])=[C:4]([NH:16][C:17]2[CH:22]=[CH:21][C:20]([Cl:23])=[CH:19][CH:18]=2)[N:3]=1.O.[NH2:25][NH2:26]. (7) Given the product [CH:46]1([CH2:47][NH:4][C:5]([CH2:6][N:7]2[C:16](=[O:17])[C:15]3[C:10](=[CH:11][CH:12]=[C:13]([O:18][S:29]([C:28]([F:41])([F:40])[F:27])(=[O:31])=[O:30])[CH:14]=3)[N:9]=[C:8]2[C:19]2[CH:20]=[CH:21][CH:22]=[CH:23][CH:24]=2)=[O:26])[CH2:44][CH2:45]1, predict the reactants needed to synthesize it. The reactants are: C1([NH:4][C:5](=[O:26])[CH:6](C)[N:7]2[C:16](=[O:17])[C:15]3[C:10](=[CH:11][CH:12]=[C:13]([OH:18])[CH:14]=3)[N:9]=[C:8]2[C:19]2[CH:24]=[CH:23][CH:22]=[CH:21][CH:20]=2)CC1.[F:27][C:28]([F:41])([F:40])[S:29](O[S:29]([C:28]([F:41])([F:40])[F:27])(=[O:31])=[O:30])(=[O:31])=[O:30].N1[CH:47]=[CH:46][CH:45]=[CH:44]C=1.